Dataset: Full USPTO retrosynthesis dataset with 1.9M reactions from patents (1976-2016). Task: Predict the reactants needed to synthesize the given product. Given the product [I:19][C:13]1[C:8]([NH:7][C:1](=[O:6])[C:2]([CH3:5])([CH3:4])[CH3:3])=[N:9][CH:10]=[CH:11][CH:12]=1, predict the reactants needed to synthesize it. The reactants are: [C:1]([NH:7][C:8]1[CH:13]=[CH:12][CH:11]=[CH:10][N:9]=1)(=[O:6])[C:2]([CH3:5])([CH3:4])[CH3:3].C([Li])CCC.[I:19]I.